Dataset: Drug-target binding data from BindingDB using Ki measurements. Task: Regression. Given a target protein amino acid sequence and a drug SMILES string, predict the binding affinity score between them. We predict pKi (pKi = -log10(Ki in M); higher means stronger inhibition). Dataset: bindingdb_ki. The drug is Cc1cccc(-c2ccc(S(=O)(=O)N[C@H]3CCN(Cc4cccc(C(=N)N)c4)C3=O)cc2)c1. The target protein (Q29463) has sequence MHPLLILAFVGAAVAFPSDDDDKIVGGYTCAENSVPYQVSLNAGYHFCGGSLINDQWVVSAAHCYQYHIQVRLGEYNIDVLEGGEQFIDASKIIRHPKYSSWTLDNDILLIKLSTPAVINARVSTLLLPSACASAGTECLISGWGNTLSSGVNYPDLLQCLVAPLLSHADCEASYPGQITNNMICAGFLEGGKDSCQGDSGGPVACNGQLQGIVSWGYGCAQKGKPGVYTKVCNYVDWIQETIAANS. The pKi is 5.5.